Task: Predict the reactants needed to synthesize the given product.. Dataset: Full USPTO retrosynthesis dataset with 1.9M reactions from patents (1976-2016) (1) Given the product [C:1]([O:5][C:6]([N:8]([C:10]1([C@@H:13]2[CH2:17][CH2:16][NH:15][CH2:14]2)[CH2:12][CH2:11]1)[CH3:9])=[O:7])([CH3:4])([CH3:2])[CH3:3], predict the reactants needed to synthesize it. The reactants are: [C:1]([O:5][C:6]([N:8]([C:10]1([C@@H:13]2[CH2:17][CH2:16][N:15]([C@H](C3C=CC=CC=3)C)[CH2:14]2)[CH2:12][CH2:11]1)[CH3:9])=[O:7])([CH3:4])([CH3:3])[CH3:2]. (2) Given the product [Na+:17].[O:1]([CH2:8][CH2:9][CH2:10][CH2:11][S:14]([O-:16])(=[O:15])=[O:13])[C:2]1[CH:7]=[CH:6][CH:5]=[CH:4][CH:3]=1, predict the reactants needed to synthesize it. The reactants are: [O:1]([CH2:8][CH2:9][CH2:10][CH2:11]Br)[C:2]1[CH:7]=[CH:6][CH:5]=[CH:4][CH:3]=1.[O-:13][S:14]([O-:16])=[O:15].[Na+:17].[Na+].CCO. (3) Given the product [C:19]([O:18][CH2:8][CH2:9][CH2:10][CH2:11][CH2:12][CH2:13][CH2:14][CH2:15][CH2:16][CH3:17])(=[O:26])[C:20]1[CH:25]=[CH:24][CH:23]=[CH:22][CH:21]=1, predict the reactants needed to synthesize it. The reactants are: C(N(CC)CC)C.[CH2:8]([OH:18])[CH2:9][CH2:10][CH2:11][CH2:12][CH2:13][CH2:14][CH2:15][CH2:16][CH3:17].[C:19](Cl)(=[O:26])[C:20]1[CH:25]=[CH:24][CH:23]=[CH:22][CH:21]=1.O. (4) Given the product [S:2]([O:5][C:12]1[N:13]=[C:14]([NH:16][CH2:17][CH2:18][CH3:19])[N:15]=[C:10]([NH:9][CH2:6][CH2:7][CH3:8])[N:11]=1)([OH:1])(=[O:4])=[O:3], predict the reactants needed to synthesize it. The reactants are: [OH:1][S:2]([OH:5])(=[O:4])=[O:3].[CH2:6]([NH:9][C:10]1[N:15]=[C:14]([NH:16][CH2:17][CH2:18][CH3:19])[N:13]=[C:12](O)[N:11]=1)[CH2:7][CH3:8]. (5) Given the product [C:1](=[O:3])([O:2][CH2:9][C:8]1[O:11][CH:5]=[CH:6][CH:7]=1)[O:4][CH2:12][C:13]1[O:17][CH:16]=[CH:15][CH:14]=1.[C:1](=[O:2])([OH:4])[OH:3].[CH2:5]([OH:11])[CH2:6][CH2:7][CH:8]([OH:10])[CH3:9].[CH2:12]([OH:18])[C:13]1[O:17][CH:16]=[CH:15][CH:14]=1, predict the reactants needed to synthesize it. The reactants are: [C:1](=[O:4])([OH:3])[OH:2].[CH2:5]([OH:11])[CH2:6][CH2:7][CH:8]([OH:10])[CH3:9].[CH2:12]([OH:18])[C:13]1[O:17][CH:16]=[CH:15][CH:14]=1. (6) Given the product [C:1]1([C:7]2[N:8]=[C:9]([S:12][CH2:14][C:15]3[C:20]([CH3:21])=[CH:19][CH:18]=[CH:17][C:16]=3[N:22]3[C:26](=[O:27])[N:25]([CH3:28])[N:24]=[N:23]3)[O:10][CH:11]=2)[CH:2]=[CH:3][CH:4]=[CH:5][CH:6]=1, predict the reactants needed to synthesize it. The reactants are: [C:1]1([C:7]2[NH:8][C:9](=[S:12])[O:10][CH:11]=2)[CH:6]=[CH:5][CH:4]=[CH:3][CH:2]=1.Br[CH2:14][C:15]1[C:20]([CH3:21])=[CH:19][CH:18]=[CH:17][C:16]=1[N:22]1[C:26](=[O:27])[N:25]([CH3:28])[N:24]=[N:23]1.C(=O)([O-])[O-].[K+].[K+].CN(C)C=O.